From a dataset of Forward reaction prediction with 1.9M reactions from USPTO patents (1976-2016). Predict the product of the given reaction. (1) Given the reactants C([O:4][C@H:5]1[C@H:10]([O:11]C(=O)C)[C@@H:9]([O:15]C(=O)C)[C@H:8]([C:19]2[CH:24]=[CH:23][C:22]([C:25]#[N:26])=[C:21]([CH2:27][C:28]3[S:29][C:30]([C:33]4[O:34][CH:35]=[CH:36][CH:37]=4)=[CH:31][N:32]=3)[CH:20]=2)[O:7][C@@H:6]1[CH2:38][O:39]C(=O)C)(=O)C.C[O-].[Na+].C(O)(=O)C, predict the reaction product. The product is: [O:34]1[CH:35]=[CH:36][CH:37]=[C:33]1[C:30]1[S:29][C:28]([CH2:27][C:21]2[CH:20]=[C:19]([C@H:8]3[C@H:9]([OH:15])[C@@H:10]([OH:11])[C@H:5]([OH:4])[C@@H:6]([CH2:38][OH:39])[O:7]3)[CH:24]=[CH:23][C:22]=2[C:25]#[N:26])=[N:32][CH:31]=1. (2) Given the reactants [N+:1]([C:4]1[CH:13]=[CH:12][CH:11]=[C:10]2[C:5]=1[CH:6]=[CH:7][C:8](=[O:15])[N:9]2[CH3:14])([O-])=O.O, predict the reaction product. The product is: [NH2:1][C:4]1[CH:13]=[CH:12][CH:11]=[C:10]2[C:5]=1[CH:6]=[CH:7][C:8](=[O:15])[N:9]2[CH3:14]. (3) Given the reactants [CH3:1][O:2][C:3]1[CH:4]=[C:5]2[C:10](=[CH:11][C:12]=1[O:13][CH3:14])[N:9]=[CH:8][N:7]=[C:6]2[O:15][C:16]1[CH:22]=[CH:21][C:19]([NH2:20])=[CH:18][CH:17]=1.C1(C)C=CC=CC=1.C(N(CC)CC)C.ClC(Cl)(O[C:41](=[O:47])[O:42][C:43](Cl)(Cl)Cl)Cl.[CH3:49][O:50][C:51]1[CH:52]=[C:53]([CH:59]=[CH:60][CH:61]=1)[O:54][CH2:55][CH2:56]CO, predict the reaction product. The product is: [CH3:1][O:2][C:3]1[CH:4]=[C:5]2[C:10](=[CH:11][C:12]=1[O:13][CH3:14])[N:9]=[CH:8][N:7]=[C:6]2[O:15][C:16]1[CH:22]=[CH:21][C:19]([NH:20][C:41](=[O:47])[O:42][CH2:43][CH2:56][CH2:55][O:54][C:53]2[CH:59]=[CH:60][CH:61]=[C:51]([O:50][CH3:49])[CH:52]=2)=[CH:18][CH:17]=1. (4) Given the reactants C[O:2][C:3](=[O:34])[CH2:4][C:5]1[C:9]2[CH:10]=[CH:11][C:12]([O:14][CH2:15][C:16]3[CH:21]=[CH:20][C:19]([O:22][CH2:23][C:24]4[CH:29]=[CH:28][C:27]([C:30]([F:33])([F:32])[F:31])=[CH:26][CH:25]=4)=[CH:18][CH:17]=3)=[CH:13][C:8]=2[O:7][CH:6]=1.[OH-].[Li+], predict the reaction product. The product is: [F:33][C:30]([F:31])([F:32])[C:27]1[CH:28]=[CH:29][C:24]([CH2:23][O:22][C:19]2[CH:20]=[CH:21][C:16]([CH2:15][O:14][C:12]3[CH:11]=[CH:10][C:9]4[C:5]([CH2:4][C:3]([OH:34])=[O:2])=[CH:6][O:7][C:8]=4[CH:13]=3)=[CH:17][CH:18]=2)=[CH:25][CH:26]=1.